The task is: Predict the reactants needed to synthesize the given product.. This data is from Full USPTO retrosynthesis dataset with 1.9M reactions from patents (1976-2016). (1) Given the product [CH3:1][O:2][C:3](=[O:19])[CH:4]=[CH:5][C:6]1[CH:11]=[CH:10][CH:9]=[C:8]([CH2:12][NH:13][S:14]([CH2:17][N:20]=[N+:21]=[N-:22])(=[O:16])=[O:15])[CH:7]=1, predict the reactants needed to synthesize it. The reactants are: [CH3:1][O:2][C:3](=[O:19])[CH:4]=[CH:5][C:6]1[CH:11]=[CH:10][CH:9]=[C:8]([CH2:12][NH:13][S:14]([CH2:17]Br)(=[O:16])=[O:15])[CH:7]=1.[N-:20]=[N+:21]=[N-:22].[Na+]. (2) Given the product [Br:21][C:22]1[N:26]=[C:25]([C:6]2[CH:7]=[C:2]([Cl:1])[C:3]([O:17][CH:18]([CH3:19])[CH3:20])=[N:4][CH:5]=2)[S:24][N:23]=1, predict the reactants needed to synthesize it. The reactants are: [Cl:1][C:2]1[C:3]([O:17][CH:18]([CH3:20])[CH3:19])=[N:4][CH:5]=[C:6](B2OC(C)(C)C(C)(C)O2)[CH:7]=1.[Br:21][C:22]1[N:26]=[C:25](Cl)[S:24][N:23]=1.P([O-])([O-])([O-])=O.[K+].[K+].[K+]. (3) Given the product [CH2:26]([CH:25]([N:22]1[CH2:23][CH2:24][CH:19]([NH:18][C:2]2[N:3]=[N:4][C:5]([C:8]3[CH:13]=[CH:12][C:11]([S:14]([CH3:17])(=[O:16])=[O:15])=[CH:10][CH:9]=3)=[CH:6][CH:7]=2)[CH2:20][CH2:21]1)[CH2:28][CH3:29])[CH3:27], predict the reactants needed to synthesize it. The reactants are: Cl[C:2]1[N:3]=[N:4][C:5]([C:8]2[CH:13]=[CH:12][C:11]([S:14]([CH3:17])(=[O:16])=[O:15])=[CH:10][CH:9]=2)=[CH:6][CH:7]=1.[NH2:18][CH:19]1[CH2:24][CH2:23][N:22]([CH:25]([CH2:28][CH3:29])[CH2:26][CH3:27])[CH2:21][CH2:20]1. (4) Given the product [C@@H:1]1([O:12][C:13]2[C:17]([CH2:18][C:19]3[CH:24]=[CH:23][C:22]([O:25][CH:26]([CH3:27])[CH3:28])=[CH:21][CH:20]=3)=[C:16]([CH3:29])[N:15]([CH2:37][CH2:38][CH3:39])[N:14]=2)[O:9][C@H:8]([CH2:10][OH:11])[C@@H:6]([OH:7])[C@H:4]([OH:5])[C@H:2]1[OH:3], predict the reactants needed to synthesize it. The reactants are: [C@@H:1]1([O:12][C:13]2[C:17]([CH2:18][C:19]3[CH:24]=[CH:23][C:22]([O:25][CH:26]([CH3:28])[CH3:27])=[CH:21][CH:20]=3)=[C:16]([CH3:29])[NH:15][N:14]=2)[O:9][C@H:8]([CH2:10][OH:11])[C@@H:6]([OH:7])[C@H:4]([OH:5])[C@H:2]1[OH:3].C(=O)([O-])[O-].[Cs+].[Cs+].I[CH2:37][CH2:38][CH3:39].O. (5) Given the product [ClH:25].[F:1][C:2]1[CH:11]=[CH:10][C:5]([C:6]([OH:8])=[O:7])=[CH:4][C:3]=1[N:12]([CH2:17][CH2:18][N:19]1[CH2:20][CH2:21][O:22][CH2:23][CH2:24]1)[S:13]([CH3:16])(=[O:15])=[O:14], predict the reactants needed to synthesize it. The reactants are: [F:1][C:2]1[CH:11]=[CH:10][C:5]([C:6]([O:8]C)=[O:7])=[CH:4][C:3]=1[N:12]([CH2:17][CH2:18][N:19]1[CH2:24][CH2:23][O:22][CH2:21][CH2:20]1)[S:13]([CH3:16])(=[O:15])=[O:14].[ClH:25]. (6) The reactants are: [CH:1]1([CH2:4][O:5][C:6]2[CH:7]=[CH:8][C:9]3[C:13]([CH:14]=2)=[N:12][N:11]([C:15]2[CH:20]=[CH:19][C:18]([O:21][Si:22]([CH:29]([CH3:31])[CH3:30])([CH:26]([CH3:28])[CH3:27])[CH:23]([CH3:25])[CH3:24])=[CH:17][CH:16]=2)[CH:10]=3)[CH2:3][CH2:2]1.[CH:32]([N-]C(C)C)(C)C.[Li+].CI.O. Given the product [CH:1]1([CH2:4][O:5][C:6]2[CH:7]=[CH:8][C:9]3[C:13]([CH:14]=2)=[N:12][N:11]([C:15]2[CH:20]=[CH:19][C:18]([O:21][Si:22]([CH:26]([CH3:28])[CH3:27])([CH:23]([CH3:25])[CH3:24])[CH:29]([CH3:31])[CH3:30])=[CH:17][CH:16]=2)[C:10]=3[CH3:32])[CH2:2][CH2:3]1, predict the reactants needed to synthesize it.